The task is: Predict the reactants needed to synthesize the given product.. This data is from Full USPTO retrosynthesis dataset with 1.9M reactions from patents (1976-2016). Given the product [F:32][CH:33]([F:36])[CH2:34][O:35][C:2]1[CH:7]=[C:6]([F:8])[CH:5]=[CH:4][C:3]=1[C:9]1[N:14]=[CH:13][N:12]=[C:11]([NH:15][C:16]2[CH:31]=[CH:30][CH:29]=[C:18]([CH2:19][S:20]([CH3:22])(=[NH:23])=[O:21])[CH:17]=2)[N:10]=1, predict the reactants needed to synthesize it. The reactants are: F[C:2]1[CH:7]=[C:6]([F:8])[CH:5]=[CH:4][C:3]=1[C:9]1[N:14]=[CH:13][N:12]=[C:11]([NH:15][C:16]2[CH:17]=[C:18]([CH:29]=[CH:30][CH:31]=2)[CH2:19][S:20](=[N:23]C(=O)OCC)([CH3:22])=[O:21])[N:10]=1.[F:32][CH:33]([F:36])[CH2:34][OH:35].